The task is: Predict the reaction yield, written as a fraction of the theoretical maximum amount of product (1.0 means a 100% yield; for example, 0.34 means a 34% yield).. This data is from Reaction yield outcomes from USPTO patents with 853,638 reactions. (1) The reactants are [Cl:1][C:2]1[C:3]([CH:8]([CH3:11])[C:9]#N)=[N:4][CH:5]=[CH:6][CH:7]=1.S(=O)(=O)(O)O.C(=O)(O)[O-:18].[Na+].[CH2:22]([OH:24])[CH3:23]. No catalyst specified. The product is [Cl:1][C:2]1[C:3]([CH:8]([CH3:11])[C:9]([O:24][CH2:22][CH3:23])=[O:18])=[N:4][CH:5]=[CH:6][CH:7]=1. The yield is 0.910. (2) The reactants are [Br:1][C:2]1[C:3]([CH3:10])=[C:4]([NH:8][NH2:9])[CH:5]=[CH:6][CH:7]=1.C(O[CH:14]=[C:15]([C:18]#[N:19])[C:16]#[N:17])C.C(N(C(C)C)C(C)C)C. The catalyst is CO. The product is [NH2:19][C:18]1[N:8]([C:4]2[CH:5]=[CH:6][CH:7]=[C:2]([Br:1])[C:3]=2[CH3:10])[N:9]=[CH:14][C:15]=1[C:16]#[N:17]. The yield is 0.910.